Dataset: Reaction yield outcomes from USPTO patents with 853,638 reactions. Task: Predict the reaction yield, written as a fraction of the theoretical maximum amount of product (1.0 means a 100% yield; for example, 0.34 means a 34% yield). The reactants are [I:1][C:2]1[CH:7]=[CH:6][C:5]([C:8]#[C:9][Si](C)(C)C)=[CH:4][CH:3]=1.C([O-])([O-])=O.[K+].[K+]. The catalyst is CO. The product is [C:8]([C:5]1[CH:6]=[CH:7][C:2]([I:1])=[CH:3][CH:4]=1)#[CH:9]. The yield is 0.640.